Dataset: Reaction yield outcomes from USPTO patents with 853,638 reactions. Task: Predict the reaction yield, written as a fraction of the theoretical maximum amount of product (1.0 means a 100% yield; for example, 0.34 means a 34% yield). (1) The reactants are Cl.C([O:4][CH2:5][CH2:6][O:7][NH:8][C:9]([C:11]1[C:16]([NH:17][C:18]2[CH:23]=[CH:22][C:21]([Br:24])=[CH:20][C:19]=2[F:25])=[CH:15][C:14](=[O:26])[N:13]([CH3:27])[CH:12]=1)=[O:10])=C.CCO.[OH-].[Na+]. The catalyst is CCOC(C)=O.C1COCC1. The product is [OH:4][CH2:5][CH2:6][O:7][NH:8][C:9]([C:11]1[C:16]([NH:17][C:18]2[CH:23]=[CH:22][C:21]([Br:24])=[CH:20][C:19]=2[F:25])=[CH:15][C:14](=[O:26])[N:13]([CH3:27])[CH:12]=1)=[O:10]. The yield is 0.760. (2) The reactants are [Cl:1][C:2]1[CH:17]=[CH:16][C:5]([C:6]([NH:8][C:9]2[CH:14]=[CH:13][NH:12][C:11](=[O:15])[CH:10]=2)=[O:7])=[C:4](F)[CH:3]=1.[F:19][C:20]1[CH:25]=[CH:24][C:23]([OH:26])=[C:22]([CH3:27])[CH:21]=1.C([O-])([O-])=O.[Cs+].[Cs+].O. The catalyst is CN1C(=O)CCC1. The product is [Cl:1][C:2]1[CH:17]=[CH:16][C:5]([C:6]([NH:8][C:9]2[CH:14]=[CH:13][NH:12][C:11](=[O:15])[CH:10]=2)=[O:7])=[C:4]([O:26][C:23]2[CH:24]=[CH:25][C:20]([F:19])=[CH:21][C:22]=2[CH3:27])[CH:3]=1. The yield is 0.430. (3) The reactants are Cl.[NH2:2][C@@H:3]1[CH2:12][CH2:11][CH2:10][C:9]2[C:8]([C:13]3[S:17][C:16]([C:18]4[CH:19]=[CH:20][C:21]([O:26][CH:27]([CH3:29])[CH3:28])=[C:22]([CH:25]=4)[C:23]#[N:24])=[N:15][N:14]=3)=[CH:7][CH:6]=[CH:5][C:4]1=2.[CH3:30][S:31](Cl)(=[O:33])=[O:32]. The catalyst is C(Cl)Cl. The product is [C:23]([C:22]1[CH:25]=[C:18]([C:16]2[S:17][C:13]([C:8]3[CH:7]=[CH:6][CH:5]=[C:4]4[C:9]=3[CH2:10][CH2:11][CH2:12][C@H:3]4[NH:2][S:31]([CH3:30])(=[O:33])=[O:32])=[N:14][N:15]=2)[CH:19]=[CH:20][C:21]=1[O:26][CH:27]([CH3:29])[CH3:28])#[N:24]. The yield is 0.530. (4) The reactants are [CH3:1][O:2][C:3](=[O:29])[NH:4][C:5]1[S:6][C:7]2[C:13]([C:14]3[N:15]=[C:16]([NH:19]C(OC(C)(C)C)=O)[NH:17][CH:18]=3)=[CH:12][CH:11]=[C:10]([O:27][CH3:28])[C:8]=2[N:9]=1. The catalyst is Cl.CO. The product is [CH3:1][O:2][C:3](=[O:29])[NH:4][C:5]1[S:6][C:7]2[C:13]([C:14]3[N:15]=[C:16]([NH2:19])[NH:17][CH:18]=3)=[CH:12][CH:11]=[C:10]([O:27][CH3:28])[C:8]=2[N:9]=1. The yield is 0.160. (5) The reactants are Cl.[NH2:2][C@@H:3]1[C:11]2[C:6](=[C:7]([C:12]3[N:16]=[C:15]([C:17]4[CH:18]=[CH:19][C:20]([O:25][CH:26]([CH3:28])[CH3:27])=[C:21]([CH:24]=4)[C:22]#[N:23])[O:14][N:13]=3)[CH:8]=[CH:9][CH:10]=2)[CH2:5][CH2:4]1.[C:29](Cl)(=[O:31])[CH3:30]. The catalyst is C(Cl)Cl. The product is [C:22]([C:21]1[CH:24]=[C:17]([C:15]2[O:14][N:13]=[C:12]([C:7]3[CH:8]=[CH:9][CH:10]=[C:11]4[C:6]=3[CH2:5][CH2:4][C@@H:3]4[NH:2][C:29](=[O:31])[CH3:30])[N:16]=2)[CH:18]=[CH:19][C:20]=1[O:25][CH:26]([CH3:28])[CH3:27])#[N:23]. The yield is 0.830. (6) The reactants are [CH3:1][O:2][C:3]1[CH:8]=[CH:7][CH:6]=[CH:5][C:4]=1[OH:9].F[C:11]1[CH:16]=[C:15]([F:17])[CH:14]=[CH:13][C:12]=1[N+:18]([O-:20])=[O:19].[F:21][C:22]1[CH:28]=[CH:27][C:25]([NH2:26])=[C:24]([O:29][C:30]2[CH:35]=[CH:34][CH:33]=[CH:32][C:31]=2[O:36][CH3:37])[CH:23]=1.[NH2:38][C:39]1[S:40][CH:41]=[CH:42][N:43]=1. The yield is 0.916. The product is [F:17][C:15]1[CH:14]=[CH:13][C:12]([N+:18]([O-:20])=[O:19])=[C:11]([O:9][C:4]2[CH:5]=[CH:6][CH:7]=[CH:8][C:3]=2[O:2][CH3:1])[CH:16]=1.[F:21][C:22]1[CH:28]=[CH:27][C:25]([NH:26][C:4]([NH:38][C:39]2[S:40][CH:41]=[CH:42][N:43]=2)=[O:9])=[C:24]([O:29][C:30]2[CH:35]=[CH:34][CH:33]=[CH:32][C:31]=2[O:36][CH3:37])[CH:23]=1. No catalyst specified. (7) The reactants are [Cl:1][C:2]1[C:7]([CH:8]=[N:9][OH:10])=[CH:6][CH:5]=[CH:4][N:3]=1.[Cl:11]N1C(=O)CCC1=O.Cl. The catalyst is CN(C)C=O. The product is [Cl:11][C:8]([C:7]1[C:2]([Cl:1])=[N:3][CH:4]=[CH:5][CH:6]=1)=[N:9][OH:10]. The yield is 0.980.